Regression. Given a peptide amino acid sequence and an MHC pseudo amino acid sequence, predict their binding affinity value. This is MHC class I binding data. From a dataset of Peptide-MHC class I binding affinity with 185,985 pairs from IEDB/IMGT. (1) The peptide sequence is HPDIVIYQY. The MHC is Mamu-A2201 with pseudo-sequence Mamu-A2201. The binding affinity (normalized) is 0.790. (2) The peptide sequence is FTNDSIISH. The MHC is HLA-A11:01 with pseudo-sequence HLA-A11:01. The binding affinity (normalized) is 0.663. (3) The peptide sequence is LSSNLSWLSL. The MHC is Patr-A0301 with pseudo-sequence Patr-A0301. The binding affinity (normalized) is 0.155. (4) The peptide sequence is VDQDLVGW. The MHC is H-2-Kk with pseudo-sequence H-2-Kk. The binding affinity (normalized) is 0.0929. (5) The peptide sequence is ELLRPTTVV. The MHC is HLA-A02:02 with pseudo-sequence HLA-A02:02. The binding affinity (normalized) is 0.196. (6) The MHC is HLA-A02:02 with pseudo-sequence HLA-A02:02. The binding affinity (normalized) is 0. The peptide sequence is SLDQTHIKT. (7) The peptide sequence is RVRQQVIQL. The MHC is HLA-A02:01 with pseudo-sequence HLA-A02:01. The binding affinity (normalized) is 0.0847. (8) The peptide sequence is NISFKSINKV. The MHC is HLA-A02:03 with pseudo-sequence HLA-A02:03. The binding affinity (normalized) is 0.322. (9) The peptide sequence is SPADERAVA. The MHC is HLA-B58:01 with pseudo-sequence HLA-B58:01. The binding affinity (normalized) is 0.0847. (10) The peptide sequence is TESDAIRTL. The MHC is HLA-A26:02 with pseudo-sequence HLA-A26:02. The binding affinity (normalized) is 0.0847.